This data is from Full USPTO retrosynthesis dataset with 1.9M reactions from patents (1976-2016). The task is: Predict the reactants needed to synthesize the given product. (1) Given the product [Br:1][C:2]1[CH:7]=[CH:6][C:5]([S:8]([C:2]2[CH:7]=[CH:6][CH:5]=[CH:4][CH:3]=2)(=[O:10])=[O:9])=[C:4]([C:12]([F:15])([F:14])[F:13])[CH:3]=1, predict the reactants needed to synthesize it. The reactants are: [Br:1][C:2]1[CH:7]=[CH:6][C:5]([S:8](Cl)(=[O:10])=[O:9])=[C:4]([C:12]([F:15])([F:14])[F:13])[CH:3]=1. (2) The reactants are: [H-].[H-].[H-].[H-].[Li+].[Al+3].[CH:7]1([O:14][C:15]2[N:20]=[C:19]([C@H:21]([OH:25])[CH2:22][C:23]#[N:24])[CH:18]=[CH:17][CH:16]=2)[CH2:13][CH2:12][CH2:11][CH2:10][CH2:9][CH2:8]1.N.CO.C(Cl)Cl. Given the product [NH2:24][CH2:23][CH2:22][C@H:21]([C:19]1[CH:18]=[CH:17][CH:16]=[C:15]([O:14][CH:7]2[CH2:13][CH2:12][CH2:11][CH2:10][CH2:9][CH2:8]2)[N:20]=1)[OH:25], predict the reactants needed to synthesize it. (3) Given the product [CH3:14][C:15]1([S:18]([N:21]2[CH2:24][C:23](=[CH:5][C:3]#[N:4])[CH2:22]2)(=[O:19])=[O:20])[CH2:17][CH2:16]1, predict the reactants needed to synthesize it. The reactants are: [H-].[Na+].[C:3]([CH2:5]P(=O)(OCC)OCC)#[N:4].[CH3:14][C:15]1([S:18]([N:21]2[CH2:24][C:23](=O)[CH2:22]2)(=[O:20])=[O:19])[CH2:17][CH2:16]1.[Na+].[Cl-]. (4) Given the product [C:21]([C:7]1[N:2]=[C:3]([CH2:8][CH2:9][C:10]([O:12][C:13]([CH3:16])([CH3:15])[CH3:14])=[O:11])[CH:4]=[CH:5][CH:6]=1)#[N:22], predict the reactants needed to synthesize it. The reactants are: [O-][N+:2]1[CH:7]=[CH:6][CH:5]=[CH:4][C:3]=1[CH2:8][CH2:9][C:10]([O:12][C:13]([CH3:16])([CH3:15])[CH3:14])=[O:11].C[Si]([C:21]#[N:22])(C)C.CN(C)C(Cl)=O.C(OCC)(=O)C. (5) Given the product [CH3:1][O:2][C:3]([C:5]1[CH:6]=[C:7]2[C:12](=[C:13]([F:24])[C:14]=1[NH:15][C:16]1[CH:21]=[CH:20][C:19]([Br:22])=[CH:18][C:17]=1[F:23])[N:11]=[N:10][CH:9]=[C:8]2[Cl:28])=[O:4], predict the reactants needed to synthesize it. The reactants are: [CH3:1][O:2][C:3]([C:5]1[CH:6]=[C:7]2[C:12](=[C:13]([F:24])[C:14]=1[NH:15][C:16]1[CH:21]=[CH:20][C:19]([Br:22])=[CH:18][C:17]=1[F:23])[N:11]=[N:10][CH:9]=[C:8]2O)=[O:4].O=P(Cl)(Cl)[Cl:28]. (6) Given the product [CH3:15][O:16][CH2:17][CH2:18][O:19][CH2:20][CH2:7][O:6][S:1]([O-:4])(=[O:2])=[O:3].[CH3:5][N+:14]1[CH:13]=[CH:12][N:11]([CH2:20][CH3:21])[CH:10]=1, predict the reactants needed to synthesize it. The reactants are: [S:1]([O:6][CH3:7])([O:4][CH3:5])(=[O:3])=[O:2].C([C:10]1[NH:11][CH:12]=[CH:13][N:14]=1)C.[CH3:15][O:16][CH2:17][CH2:18][O:19][CH2:20][CH2:21]O. (7) Given the product [Cl:1][C:2]1[CH:3]=[CH:4][C:5]([C:8]2[CH:13]=[CH:12][C:11]([CH2:14][CH3:15])=[C:10]([C:16]3[C:21](=[O:22])[C:20]([CH3:24])([CH3:23])[O:19][C:18]([CH3:26])([CH3:25])[C:17]=3[O:27][C:35](=[O:40])[C:36]([CH3:39])([CH3:38])[CH3:37])[CH:9]=2)=[CH:6][CH:7]=1, predict the reactants needed to synthesize it. The reactants are: [Cl:1][C:2]1[CH:7]=[CH:6][C:5]([C:8]2[CH:13]=[CH:12][C:11]([CH2:14][CH3:15])=[C:10]([CH:16]3[C:21](=[O:22])[C:20]([CH3:24])([CH3:23])[O:19][C:18]([CH3:26])([CH3:25])[C:17]3=[O:27])[CH:9]=2)=[CH:4][CH:3]=1.C(N(CC)CC)C.[C:35](Cl)(=[O:40])[C:36]([CH3:39])([CH3:38])[CH3:37].